Dataset: Catalyst prediction with 721,799 reactions and 888 catalyst types from USPTO. Task: Predict which catalyst facilitates the given reaction. Reactant: Cl[C:2]1[CH:7]=[N:6][CH:5]=[C:4]([Cl:8])[N:3]=1.[OH:9][C:10]1[CH:11]=[C:12]2[C:16](=[CH:17][CH:18]=1)[C:15](=[O:19])[CH2:14][CH2:13]2. Product: [Cl:8][C:4]1[CH:5]=[N:6][CH:7]=[C:2]([O:9][C:10]2[CH:11]=[C:12]3[C:16](=[CH:17][CH:18]=2)[C:15](=[O:19])[CH2:14][CH2:13]3)[N:3]=1. The catalyst class is: 25.